From a dataset of Forward reaction prediction with 1.9M reactions from USPTO patents (1976-2016). Predict the product of the given reaction. (1) The product is: [C:1]([O:5][C:6](=[O:27])[NH:7][C:8]([CH2:9][O:10][CH2:11][CH2:12][CH2:13][NH2:14])([CH2:21][O:22][CH2:23][CH2:24][CH2:25][NH2:26])[CH2:15][O:16][CH2:17][CH2:18][CH2:19][NH2:20])([CH3:2])([CH3:4])[CH3:3]. Given the reactants [C:1]([O:5][C:6](=[O:27])[NH:7][C:8]([CH2:21][O:22][CH2:23][CH2:24][C:25]#[N:26])([CH2:15][O:16][CH2:17][CH2:18][C:19]#[N:20])[CH2:9][O:10][CH2:11][CH2:12][C:13]#[N:14])([CH3:4])([CH3:3])[CH3:2].Cl.[OH-].[Na+], predict the reaction product. (2) Given the reactants O1CCC(C[C:8]2[CH:18]=[CH:17][CH:16]=[C:10]3[C:11]([NH:13][C:14](=[O:15])[C:9]=23)=[O:12])OC1.[C:19]([O-:22])(O)=O.[Na+].C([O:27][CH2:28][CH3:29])(=O)C.[CH3:30]O, predict the reaction product. The product is: [OH:27][CH:28]([CH2:29][CH2:19][OH:22])[CH2:30][N:13]1[C:14](=[O:15])[C:9]2=[CH:8][CH:18]=[CH:17][CH:16]=[C:10]2[C:11]1=[O:12]. (3) Given the reactants [C:1]([OH:12])(=O)/[CH:2]=[CH:3]/[CH2:4][CH2:5][CH2:6][CH2:7][CH2:8][CH2:9][CH3:10].Cl.[NH:14]1[CH2:19][CH2:18][CH:17]([CH2:20][C:21]([O:23][CH2:24][CH3:25])=[O:22])[CH2:16][CH2:15]1, predict the reaction product. The product is: [C:1]([N:14]1[CH2:19][CH2:18][CH:17]([CH2:20][C:21]([O:23][CH2:24][CH3:25])=[O:22])[CH2:16][CH2:15]1)(=[O:12])/[CH:2]=[CH:3]/[CH2:4][CH2:5][CH2:6][CH2:7][CH2:8][CH2:9][CH3:10]. (4) Given the reactants C([O:3][C:4](=[O:20])[C@@H:5]([O:18][CH3:19])[CH2:6][C:7]1[CH:12]=[CH:11][C:10]([O:13][CH2:14][CH2:15][CH2:16]Br)=[CH:9][CH:8]=1)C.[OH:21][C:22]1[CH:29]=[CH:28][CH:27]=[CH:26][C:23]=1[C:24]#[N:25].CO[C@@H](CC1C=CC(OCCCOC2C=CC=CC=2)=CC=1)C(O)=O, predict the reaction product. The product is: [C:24]([C:23]1[CH:26]=[CH:27][CH:28]=[CH:29][C:22]=1[O:21][CH2:16][CH2:15][CH2:14][O:13][C:10]1[CH:9]=[CH:8][C:7]([CH2:6][C@H:5]([O:18][CH3:19])[C:4]([OH:3])=[O:20])=[CH:12][CH:11]=1)#[N:25].